From a dataset of Full USPTO retrosynthesis dataset with 1.9M reactions from patents (1976-2016). Predict the reactants needed to synthesize the given product. (1) Given the product [NH2:11][C:6]1[CH:5]=[C:4]([CH2:3][O:2][CH3:1])[CH:9]=[CH:8][C:7]=1[OH:10], predict the reactants needed to synthesize it. The reactants are: [CH3:1][O:2][CH2:3][C:4]1[CH:9]=[CH:8][C:7]([OH:10])=[C:6]([N+:11]([O-])=O)[CH:5]=1. (2) Given the product [N+:8]([C:11]1[CH:12]=[CH:13][C:14]([CH2:15][O:16][C:17]2[CH:18]=[C:19]([CH:33]=[CH:34][CH:35]=2)[C:20]([NH:22][C:23]2[CH:28]=[CH:27][CH:26]=[CH:25][C:24]=2[S:29]([NH:30][C:1](=[O:3])[CH3:2])(=[O:32])=[O:31])=[O:21])=[CH:36][CH:37]=1)([O-:10])=[O:9], predict the reactants needed to synthesize it. The reactants are: [C:1](OC(=O)C)(=[O:3])[CH3:2].[N+:8]([C:11]1[CH:37]=[CH:36][C:14]([CH2:15][O:16][C:17]2[CH:18]=[C:19]([CH:33]=[CH:34][CH:35]=2)[C:20]([NH:22][C:23]2[CH:28]=[CH:27][CH:26]=[CH:25][C:24]=2[S:29](=[O:32])(=[O:31])[NH2:30])=[O:21])=[CH:13][CH:12]=1)([O-:10])=[O:9]. (3) Given the product [Cl:1][C:2]1[CH:7]=[CH:6][N:5]2[C:8]([CH:34]([OH:35])[C:32]3[CH:31]=[CH:30][C:24]4/[C:25](=[C:26](/[CH3:29])\[C:27]#[N:28])/[C:19]5[CH:18]=[CH:17][C:16]([F:15])=[CH:36][C:20]=5[O:21][CH2:22][C:23]=4[CH:33]=3)=[C:9]([CH2:11][O:12][CH3:13])[N:10]=[C:4]2[CH:3]=1, predict the reactants needed to synthesize it. The reactants are: [Cl:1][C:2]1[CH:7]=[CH:6][N:5]2[C:8](I)=[C:9]([CH2:11][O:12][CH3:13])[N:10]=[C:4]2[CH:3]=1.[F:15][C:16]1[CH:17]=[CH:18][C:19]2=[C:20]([CH:36]=1)[O:21][CH2:22][C:23]1[CH:33]=[C:32]([CH:34]=[O:35])[CH:31]=[CH:30][C:24]=1/[C:25]/2=[C:26](/[CH3:29])\[C:27]#[N:28].